Dataset: Forward reaction prediction with 1.9M reactions from USPTO patents (1976-2016). Task: Predict the product of the given reaction. (1) Given the reactants [NH2:1][C:2]1[CH:9]=[CH:8][C:5]([C:6]#[N:7])=[CH:4][CH:3]=1.C(=O)([O-])[O-].[K+].[K+].[Cl:16][CH2:17][C:18]1[CH:26]=[CH:25][C:21]([C:22](Cl)=[O:23])=[CH:20][CH:19]=1, predict the reaction product. The product is: [Cl:16][CH2:17][C:18]1[CH:26]=[CH:25][C:21]([C:22]([NH:1][C:2]2[CH:9]=[CH:8][C:5]([C:6]#[N:7])=[CH:4][CH:3]=2)=[O:23])=[CH:20][CH:19]=1. (2) The product is: [NH2:10][CH2:11][C:12]1([C:18]([NH:20][C:21]2[CH:26]=[CH:25][C:24]([F:27])=[CH:23][N:22]=2)=[O:19])[CH2:13][CH2:14][N:15]([C:29]2[C:30]3[CH:37]=[CH:36][NH:35][C:31]=3[N:32]=[CH:33][N:34]=2)[CH2:16][CH2:17]1. Given the reactants C(N(C(C)C)C(C)C)C.[NH2:10][CH2:11][C:12]1([C:18]([NH:20][C:21]2[CH:26]=[CH:25][C:24]([F:27])=[CH:23][N:22]=2)=[O:19])[CH2:17][CH2:16][NH:15][CH2:14][CH2:13]1.Cl[C:29]1[C:30]2[CH:37]=[CH:36][NH:35][C:31]=2[N:32]=[CH:33][N:34]=1, predict the reaction product. (3) Given the reactants [CH2:1]([O:8][C:9]([N:11]([CH2:19][CH2:20][CH:21]1[C:29]2[C:24](=[CH:25][CH:26]=[CH:27][CH:28]=2)[NH:23][C:22]1=[O:30])[CH2:12][CH2:13]OS(C)(=O)=O)=[O:10])[C:2]1[CH:7]=[CH:6][CH:5]=[CH:4][CH:3]=1.[H-].[Na+].O, predict the reaction product. The product is: [CH2:1]([O:8][C:9]([N:11]1[CH2:12][CH2:13][C:21]2([C:29]3[C:24](=[CH:25][CH:26]=[CH:27][CH:28]=3)[NH:23][C:22]2=[O:30])[CH2:20][CH2:19]1)=[O:10])[C:2]1[CH:7]=[CH:6][CH:5]=[CH:4][CH:3]=1.